Dataset: Catalyst prediction with 721,799 reactions and 888 catalyst types from USPTO. Task: Predict which catalyst facilitates the given reaction. (1) Reactant: [Br:1][C:2]1[N:7]=[C:6]([CH:8](O)[CH3:9])[CH:5]=[CH:4][CH:3]=1.[CH2:11]([N:13](CC)[CH2:14][CH3:15])[CH3:12].CS(OS(C)(=O)=O)(=O)=O.N1CCCC1.Cl. Product: [Br:1][C:2]1[CH:3]=[CH:4][CH:5]=[C:6]([CH:8]([N:13]2[CH2:14][CH2:15][CH2:12][CH2:11]2)[CH3:9])[N:7]=1. The catalyst class is: 217. (2) Reactant: [Si]([O:8][CH2:9][CH2:10][N:11]([C:28]1[CH:33]=[CH:32][CH:31]=[CH:30][C:29]=1[Cl:34])[C:12]([C:14]1[S:27][C:17]2[C:18]3[CH:26]=[CH:25][CH:24]=[CH:23][C:19]=3[O:20][CH2:21][CH2:22][C:16]=2[CH:15]=1)=[O:13])(C(C)(C)C)(C)C.C(O)(=O)C.O.[F-].C([N+](CCCC)(CCCC)CCCC)CCC. Product: [Cl:34][C:29]1[CH:30]=[CH:31][CH:32]=[CH:33][C:28]=1[N:11]([CH2:10][CH2:9][OH:8])[C:12]([C:14]1[S:27][C:17]2[C:18]3[CH:26]=[CH:25][CH:24]=[CH:23][C:19]=3[O:20][CH2:21][CH2:22][C:16]=2[CH:15]=1)=[O:13]. The catalyst class is: 7.